Dataset: Catalyst prediction with 721,799 reactions and 888 catalyst types from USPTO. Task: Predict which catalyst facilitates the given reaction. Product: [Cl:11][C:10]1[N:9]([CH:12]2[CH2:17][CH2:16][O:15][CH2:14][CH2:13]2)[N:8]=[CH:7][C:6]=1[C:4]([OH:5])=[O:3]. The catalyst class is: 5. Reactant: C([O:3][C:4]([C:6]1[CH:7]=[N:8][N:9]([CH:12]2[CH2:17][CH2:16][O:15][CH2:14][CH2:13]2)[C:10]=1[Cl:11])=[O:5])C.[OH-].[Li+].O.